From a dataset of Reaction yield outcomes from USPTO patents with 853,638 reactions. Predict the reaction yield, written as a fraction of the theoretical maximum amount of product (1.0 means a 100% yield; for example, 0.34 means a 34% yield). (1) The catalyst is CN(C=O)C.O. The product is [O:20]=[C:19]([N:21]1[CH2:22][CH2:23][N:24]([C:27](=[O:38])[C:28]2[CH:33]=[CH:32][CH:31]=[CH:30][C:29]=2[C:34]([F:37])([F:35])[F:36])[CH2:25][CH2:26]1)[CH2:18][NH:17][C:67]([C:64]1[CH:65]=[CH:66][C:61]([C:70]2[CH:71]=[CH:72][CH:73]=[CH:74][CH:75]=2)=[CH:62][CH:63]=1)=[O:68]. The yield is 0.420. The reactants are CCN(C(C)C)C(C)C.OC(C(F)(F)F)=O.[NH2:17][CH2:18][C:19]([N:21]1[CH2:26][CH2:25][N:24]([C:27](=[O:38])[C:28]2[CH:33]=[CH:32][CH:31]=[CH:30][C:29]=2[C:34]([F:37])([F:36])[F:35])[CH2:23][CH2:22]1)=[O:20].C1C=CC2N(O)N=NC=2C=1.CCN=C=NCCCN(C)C.Cl.[C:61]1([C:70]2[CH:75]=[CH:74][CH:73]=[CH:72][CH:71]=2)[CH:66]=[CH:65][C:64]([C:67](O)=[O:68])=[CH:63][CH:62]=1. (2) The reactants are FC(F)(F)C(O)=O.[O:8]1[C:12]2[CH:13]=[CH:14][C:15]([C:17]3([C:20]([NH:22][C:23]4[CH:24]=[C:25]5[C:29](=[CH:30][CH:31]=4)[NH:28][C:27]([C:32]([CH3:43])([CH3:42])[CH2:33][NH:34]C(=O)OC(C)(C)C)=[CH:26]5)=[O:21])[CH2:19][CH2:18]3)=[CH:16][C:11]=2[O:10][CH2:9]1. The catalyst is ClCCl. The product is [NH2:34][CH2:33][C:32]([C:27]1[NH:28][C:29]2[C:25]([CH:26]=1)=[CH:24][C:23]([NH:22][C:20]([C:17]1([C:15]3[CH:14]=[CH:13][C:12]4[O:8][CH2:9][O:10][C:11]=4[CH:16]=3)[CH2:19][CH2:18]1)=[O:21])=[CH:31][CH:30]=2)([CH3:42])[CH3:43]. The yield is 0.860. (3) The reactants are CO.C([O:10][C:11]1[C:12]([CH3:30])=[C:13]([CH3:29])[C:14]([NH:18][C:19](=[O:28])[CH2:20][CH:21]([CH3:27])[CH2:22][C:23]([CH3:26])([CH3:25])[CH3:24])=[N:15][C:16]=1[CH3:17])C1C=CC=CC=1. The catalyst is [Pd]. The product is [OH:10][C:11]1[C:12]([CH3:30])=[C:13]([CH3:29])[C:14]([NH:18][C:19](=[O:28])[CH2:20][CH:21]([CH3:27])[CH2:22][C:23]([CH3:25])([CH3:26])[CH3:24])=[N:15][C:16]=1[CH3:17]. The yield is 0.930. (4) The reactants are [C:1]1([CH3:12])[CH:6]=[CH:5][C:4]([CH:7]2[CH2:9][CH:8]2[CH2:10][OH:11])=[CH:3][CH:2]=1.C1C=C[NH+]=CC=1.[O-][Cr](Cl)(=O)=O.CC(=O)OCC. The catalyst is C(Cl)Cl. The product is [C:1]1([CH3:12])[CH:2]=[CH:3][C:4]([CH:7]2[CH2:9][CH:8]2[CH:10]=[O:11])=[CH:5][CH:6]=1. The yield is 0.598. (5) The reactants are Br[C:2]1[CH2:6][CH2:5][CH2:4][C:3]=1[Br:7].[CH2:8]([O:10][C:11]([C:13]1[CH:14]=[C:15](B(O)O)[CH:16]=[CH:17][CH:18]=1)=[O:12])[CH3:9].C(=O)([O-])[O-].[K+].[K+]. The catalyst is C(COC)OC. The product is [CH2:8]([O:10][C:11](=[O:12])[C:13]1[CH:14]=[CH:15][CH:16]=[C:17]([C:2]2[CH2:6][CH2:5][CH2:4][C:3]=2[Br:7])[CH:18]=1)[CH3:9]. The yield is 0.300.